From a dataset of Full USPTO retrosynthesis dataset with 1.9M reactions from patents (1976-2016). Predict the reactants needed to synthesize the given product. Given the product [Cl:8][C:4]1[C:5]([Cl:7])=[CH:6][CH:1]=[CH:2][C:3]=1/[C:9](=[N:14]/[NH:13][C:12]([NH2:15])=[NH:11])/[C:10]#[N:16], predict the reactants needed to synthesize it. The reactants are: [CH:1]1[CH:6]=[C:5]([Cl:7])[C:4]([Cl:8])=[C:3]([C:9]2[N:14]=[N:13][C:12]([NH2:15])=[N:11][C:10]=2[NH2:16])[CH:2]=1.ClC1C(Cl)=CC=CC=1C(C#N)=O.ClC1C(Cl)=CC=CC=1C(OC(=O)C1C=CC=C(Cl)C=1Cl)=O.C(=O)(O)O.NNC(N)=N.